Dataset: NCI-60 drug combinations with 297,098 pairs across 59 cell lines. Task: Regression. Given two drug SMILES strings and cell line genomic features, predict the synergy score measuring deviation from expected non-interaction effect. (1) Drug 1: C(CCl)NC(=O)N(CCCl)N=O. Drug 2: C(CN)CNCCSP(=O)(O)O. Cell line: HL-60(TB). Synergy scores: CSS=22.6, Synergy_ZIP=3.25, Synergy_Bliss=5.52, Synergy_Loewe=-5.14, Synergy_HSA=1.21. (2) Drug 1: CC1=C(N=C(N=C1N)C(CC(=O)N)NCC(C(=O)N)N)C(=O)NC(C(C2=CN=CN2)OC3C(C(C(C(O3)CO)O)O)OC4C(C(C(C(O4)CO)O)OC(=O)N)O)C(=O)NC(C)C(C(C)C(=O)NC(C(C)O)C(=O)NCCC5=NC(=CS5)C6=NC(=CS6)C(=O)NCCC[S+](C)C)O. Drug 2: C1C(C(OC1N2C=NC3=C2NC=NCC3O)CO)O. Cell line: NCI-H460. Synergy scores: CSS=60.0, Synergy_ZIP=8.94, Synergy_Bliss=8.94, Synergy_Loewe=-5.66, Synergy_HSA=8.82. (3) Drug 1: CC1=C(C=C(C=C1)NC2=NC=CC(=N2)N(C)C3=CC4=NN(C(=C4C=C3)C)C)S(=O)(=O)N.Cl. Drug 2: CC1=C(N=C(N=C1N)C(CC(=O)N)NCC(C(=O)N)N)C(=O)NC(C(C2=CN=CN2)OC3C(C(C(C(O3)CO)O)O)OC4C(C(C(C(O4)CO)O)OC(=O)N)O)C(=O)NC(C)C(C(C)C(=O)NC(C(C)O)C(=O)NCCC5=NC(=CS5)C6=NC(=CS6)C(=O)NCCC[S+](C)C)O. Cell line: A498. Synergy scores: CSS=-3.11, Synergy_ZIP=4.81, Synergy_Bliss=-3.09, Synergy_Loewe=-21.3, Synergy_HSA=-6.38. (4) Cell line: BT-549. Drug 2: CC(C)(C#N)C1=CC(=CC(=C1)CN2C=NC=N2)C(C)(C)C#N. Synergy scores: CSS=49.1, Synergy_ZIP=2.76, Synergy_Bliss=0.546, Synergy_Loewe=-21.6, Synergy_HSA=1.36. Drug 1: CC1=C2C(C(=O)C3(C(CC4C(C3C(C(C2(C)C)(CC1OC(=O)C(C(C5=CC=CC=C5)NC(=O)OC(C)(C)C)O)O)OC(=O)C6=CC=CC=C6)(CO4)OC(=O)C)OC)C)OC.